This data is from Peptide-MHC class I binding affinity with 185,985 pairs from IEDB/IMGT. The task is: Regression. Given a peptide amino acid sequence and an MHC pseudo amino acid sequence, predict their binding affinity value. This is MHC class I binding data. (1) The peptide sequence is ISDYDYYRY. The MHC is HLA-B15:01 with pseudo-sequence HLA-B15:01. The binding affinity (normalized) is 0.0847. (2) The binding affinity (normalized) is 0.0847. The MHC is HLA-A23:01 with pseudo-sequence HLA-A23:01. The peptide sequence is ILNSDDEQA.